This data is from Reaction yield outcomes from USPTO patents with 853,638 reactions. The task is: Predict the reaction yield, written as a fraction of the theoretical maximum amount of product (1.0 means a 100% yield; for example, 0.34 means a 34% yield). (1) The reactants are Cl.C[O:3][C:4](=[O:38])[C:5]1[CH:10]=[CH:9][C:8]([O:11][C:12]2[CH:17]=[CH:16][C:15]([CH2:18][C@H:19]([NH2:37])[C:20]3[N:21]([CH2:33][CH2:34][CH2:35][CH3:36])[CH:22]=[C:23]([C:25]4[CH:30]=[CH:29][C:28]([Cl:31])=[CH:27][C:26]=4[Cl:32])[N:24]=3)=[CH:14][CH:13]=2)=[CH:7][CH:6]=1.[C:39]1([CH2:45][S:46](Cl)(=[O:48])=[O:47])[CH:44]=[CH:43][CH:42]=[CH:41][CH:40]=1. No catalyst specified. The product is [CH2:33]([N:21]1[CH:22]=[C:23]([C:25]2[CH:30]=[CH:29][C:28]([Cl:31])=[CH:27][C:26]=2[Cl:32])[N:24]=[C:20]1[C@@:19]([NH2:37])([S:46]([CH2:45][C:39]1[CH:44]=[CH:43][CH:42]=[CH:41][CH:40]=1)(=[O:48])=[O:47])[CH2:18][C:15]1[CH:16]=[CH:17][C:12]([O:11][C:8]2[CH:9]=[CH:10][C:5]([C:4]([OH:38])=[O:3])=[CH:6][CH:7]=2)=[CH:13][CH:14]=1)[CH2:34][CH2:35][CH3:36]. The yield is 0.700. (2) The reactants are [NH2:1][C:2]1[CH:3]=[C:4]([CH:7]=[CH:8][C:9]=1[NH2:10])[C:5]#[N:6].[CH2:11]([O:13][C:14]([C@@H:16]1[CH2:18][C@H:17]1[C:19](O)=O)=[O:15])[CH3:12].C(N(CC)CC)C.CN(C(ON1N=NC2C=CC=CC1=2)=[N+](C)C)C.F[P-](F)(F)(F)(F)F. The catalyst is CN(C=O)C.O. The product is [C:5]([C:4]1[CH:7]=[CH:8][C:9]2[NH:10][C:19]([CH:17]3[CH2:18][CH:16]3[C:14]([O:13][CH2:11][CH3:12])=[O:15])=[N:1][C:2]=2[CH:3]=1)#[N:6]. The yield is 0.400. (3) The reactants are [O:1]=[S:2]1(=[O:18])[CH2:6][CH2:5][CH2:4][N:3]1[CH2:7][C:8]12[CH2:16][CH:12]3[CH2:13][CH:14]([CH2:15]1)[C:10]([NH2:17])([CH2:11]3)[CH2:9]2.C([O-])([O-])=O.[K+].[K+].Cl[CH2:26][C:27]([N:29]1[CH2:33][CH2:32][CH2:31][C@H:30]1[C:34]#[N:35])=[O:28]. The catalyst is CS(C)=O.CCOC(C)=O. The product is [O:1]=[S:2]1(=[O:18])[CH2:6][CH2:5][CH2:4][N:3]1[CH2:7][C:8]12[CH2:16][CH:12]3[CH2:11][C:10]([NH:17][CH2:26][C:27]([N:29]4[CH2:33][CH2:32][CH2:31][C@H:30]4[C:34]#[N:35])=[O:28])([CH2:9]1)[CH:14]([CH2:13]3)[CH2:15]2. The yield is 0.430. (4) The reactants are [CH2:1]([O:8][C:9]1[CH:14]=[CH:13][C:12]([C:15]2[N:19]([CH:20]3[CH2:25][CH2:24][CH2:23][CH2:22][CH2:21]3)[C:18]3[CH:26]=[CH:27][C:28]([C:30]#[N:31])=[CH:29][C:17]=3[N:16]=2)=[CH:11][CH:10]=1)[C:2]1[CH:7]=[CH:6][CH:5]=[CH:4][CH:3]=1.C[Sn]([N:36]=[N+:37]=[N-:38])(C)C. The catalyst is C1(C)C=CC=CC=1. The product is [CH2:1]([O:8][C:9]1[CH:10]=[CH:11][C:12]([C:15]2[N:19]([CH:20]3[CH2:21][CH2:22][CH2:23][CH2:24][CH2:25]3)[C:18]3[CH:26]=[CH:27][C:28]([C:30]4[NH:38][N:37]=[N:36][N:31]=4)=[CH:29][C:17]=3[N:16]=2)=[CH:13][CH:14]=1)[C:2]1[CH:7]=[CH:6][CH:5]=[CH:4][CH:3]=1. The yield is 0.200.